Dataset: Forward reaction prediction with 1.9M reactions from USPTO patents (1976-2016). Task: Predict the product of the given reaction. (1) Given the reactants [F:1][C:2]1[CH:3]=[C:4]([CH2:20][OH:21])[CH:5]=[C:6]([F:19])[C:7]=1[O:8][C:9]1[CH:14]=[CH:13][N:12]=[C:11]([C:15]([F:18])([F:17])[F:16])[CH:10]=1.Cl[C:23]1[CH:24]=[C:25]2[N:32]([CH3:33])[C@@H:31]([CH3:34])[CH2:30][N:26]2[C:27](=[O:29])[N:28]=1, predict the reaction product. The product is: [F:1][C:2]1[CH:3]=[C:4]([CH:5]=[C:6]([F:19])[C:7]=1[O:8][C:9]1[CH:14]=[CH:13][N:12]=[C:11]([C:15]([F:16])([F:17])[F:18])[CH:10]=1)[CH2:20][O:21][C:23]1[CH:24]=[C:25]2[N:32]([CH3:33])[C@@H:31]([CH3:34])[CH2:30][N:26]2[C:27](=[O:29])[N:28]=1. (2) Given the reactants [C:1]([Si:5]([CH3:34])([CH3:33])[O:6][CH2:7][CH2:8][N:9]([CH2:21][C:22]1[CH:27]=[CH:26][C:25]([CH:28]=[CH:29][C:30]([OH:32])=O)=[CH:24][CH:23]=1)[CH2:10][CH2:11][C:12]1[C:20]2[C:15](=[CH:16][CH:17]=[CH:18][CH:19]=2)[NH:14][CH:13]=1)([CH3:4])([CH3:3])[CH3:2].CCN(CC)CC.CN([P+](O[N:53]1N=[N:60][C:55]2[CH:56]=[CH:57][CH:58]=[CH:59][C:54]1=2)(N(C)C)N(C)C)C.F[P-](F)(F)(F)(F)F.C1(N)C=CC=CC=1N.[NH4+].[Cl-], predict the reaction product. The product is: [NH2:53][C:54]1[CH:59]=[CH:58][CH:57]=[CH:56][C:55]=1[NH:60][C:30](=[O:32])[CH:29]=[CH:28][C:25]1[CH:26]=[CH:27][C:22]([CH2:21][N:9]([CH2:8][CH2:7][O:6][Si:5]([C:1]([CH3:2])([CH3:4])[CH3:3])([CH3:34])[CH3:33])[CH2:10][CH2:11][C:12]2[C:20]3[C:15](=[CH:16][CH:17]=[CH:18][CH:19]=3)[NH:14][CH:13]=2)=[CH:23][CH:24]=1.